The task is: Predict the reaction yield, written as a fraction of the theoretical maximum amount of product (1.0 means a 100% yield; for example, 0.34 means a 34% yield).. This data is from Reaction yield outcomes from USPTO patents with 853,638 reactions. (1) The reactants are NC1C=[C:4]([NH:10]C(=O)C)[C:5]([O:8][CH3:9])=[CH:6]C=1.[CH:14]([N:17]([CH:20]([CH3:22])[CH3:21])[CH2:18]C)(C)C.COS([O:28][CH3:29])(=O)=O.[OH-].[Na+].[CH2:32](Cl)Cl. No catalyst specified. The yield is 0.500. The product is [CH3:14][N:17]([CH3:18])[C:20]1[CH:22]=[C:4]([NH:10][C:29](=[O:28])[CH3:32])[C:5]([O:8][CH3:9])=[CH:6][CH:21]=1. (2) The reactants are [Li]CCCC.C(NC(C)C)(C)C.[Br:13][C:14]1[CH:19]=[CH:18][C:17]([NH2:20])=[C:16]([F:21])[CH:15]=1.Cl[C:23]1[C:28]([C:29]([OH:31])=[O:30])=[CH:27][N:26]=[C:25]([Cl:32])[C:24]=1[F:33]. The catalyst is C1COCC1. The product is [Br:13][C:14]1[CH:19]=[CH:18][C:17]([NH:20][C:23]2[C:28]([C:29]([OH:31])=[O:30])=[CH:27][N:26]=[C:25]([Cl:32])[C:24]=2[F:33])=[C:16]([F:21])[CH:15]=1. The yield is 0.720. (3) The reactants are [Br:1][C:2]1[C:3]([CH3:11])=[C:4]([CH:8]=[CH:9][CH:10]=1)[C:5]([OH:7])=[O:6].S(=O)(=O)(O)O.[CH3:17]O. No catalyst specified. The product is [Br:1][C:2]1[C:3]([CH3:11])=[C:4]([CH:8]=[CH:9][CH:10]=1)[C:5]([O:7][CH3:17])=[O:6]. The yield is 0.930. (4) The reactants are C(CC[NH:5][C:6]([C:8]1[CH:9]=[CH:10][C:11](OC2C=C(C)C=C(C)C=2)=[C:12](S(N2CCN(C(OC(C)(C)C)=O)CC2)(=O)=O)[CH:13]=1)=[O:7])#N.[ClH:39]. The catalyst is O1CCOCC1.O1CCCCC1. The product is [ClH:39].[C:6]([NH2:5])(=[O:7])[C:8]1[CH:9]=[CH:10][CH:11]=[CH:12][CH:13]=1. The yield is 0.944. (5) The reactants are [Br:1][C:2]1[CH:3]=[C:4]2[C:10]3([CH2:15][CH2:14][N:13](C#N)[CH2:12][CH2:11]3)[C:9](=[O:18])[NH:8][C:5]2=[CH:6][CH:7]=1.[OH-].[Na+]. The catalyst is C(O)CO.C(Cl)Cl. The product is [Br:1][C:2]1[CH:3]=[C:4]2[C:10]3([CH2:11][CH2:12][NH:13][CH2:14][CH2:15]3)[C:9](=[O:18])[NH:8][C:5]2=[CH:6][CH:7]=1. The yield is 0.600.